This data is from Full USPTO retrosynthesis dataset with 1.9M reactions from patents (1976-2016). The task is: Predict the reactants needed to synthesize the given product. (1) Given the product [Cl:23][Ti:33]([Cl:24])([C:31]1([CH3:32])[C:27]([CH3:26])=[C:28]([CH3:36])[C:29]([CH3:35])=[C:30]1[CH3:34])[O:17][C:8]1[CH:9]=[CH:10][C:11]2[C:16](=[CH:15][CH:14]=[CH:13][CH:12]=2)[C:7]=1[C:1]1[CH:2]=[CH:3][CH:4]=[CH:5][CH:6]=1, predict the reactants needed to synthesize it. The reactants are: [C:1]1([C:7]2[C:16]3[C:11](=[CH:12][CH:13]=[CH:14][CH:15]=3)[CH:10]=[CH:9][C:8]=2[OH:17])[CH:6]=[CH:5][CH:4]=[CH:3][CH:2]=1.C([Li])CCC.[Cl-:23].[Cl-:24].[Cl-].[CH3:26][C:27]1[C:31]([Ti+3:33])([CH3:32])[C:30]([CH3:34])=[C:29]([CH3:35])[C:28]=1[CH3:36]. (2) Given the product [CH3:16][N:17]1[CH2:18][CH2:19][N:20]([CH3:21])[CH:4]([C:5]2[CH:10]=[CH:9][CH:8]=[C:7]([N+:11]([O-:13])=[O:12])[CH:6]=2)[C:3]1=[O:15], predict the reactants needed to synthesize it. The reactants are: CO[C:3](=[O:15])[CH:4](Br)[C:5]1[CH:10]=[CH:9][CH:8]=[C:7]([N+:11]([O-:13])=[O:12])[CH:6]=1.[CH3:16][NH:17][CH2:18][CH2:19][NH:20][CH3:21]. (3) Given the product [F:17][C:13]1[CH:12]=[C:11]2[C:16]([C:8]([C:5]3[CH:4]=[CH:3][C:2]([NH:33][CH:30]4[CH2:31][CH2:32][O:27][CH2:28][CH2:29]4)=[N:7][CH:6]=3)=[CH:9][N:10]2[S:18]([C:21]2[CH:26]=[CH:25][CH:24]=[CH:23][CH:22]=2)(=[O:20])=[O:19])=[CH:15][CH:14]=1, predict the reactants needed to synthesize it. The reactants are: Br[C:2]1[N:7]=[CH:6][C:5]([C:8]2[C:16]3[C:11](=[CH:12][C:13]([F:17])=[CH:14][CH:15]=3)[N:10]([S:18]([C:21]3[CH:26]=[CH:25][CH:24]=[CH:23][CH:22]=3)(=[O:20])=[O:19])[CH:9]=2)=[CH:4][CH:3]=1.[O:27]1[CH2:32][CH2:31][CH:30]([NH2:33])[CH2:29][CH2:28]1. (4) Given the product [C:1]([O:5][C:6](=[O:17])[C:7]1[CH:12]=[C:11]([CH3:13])[C:10]([O:14][CH2:23][C@@H:24]([OH:31])[CH2:25][NH:26][C:27](=[O:30])[CH2:28][OH:29])=[C:9]([CH2:15][CH3:16])[CH:8]=1)([CH3:4])([CH3:3])[CH3:2], predict the reactants needed to synthesize it. The reactants are: [C:1]([O:5][C:6](=[O:17])[C:7]1[CH:12]=[C:11]([CH3:13])[C:10]([OH:14])=[C:9]([CH2:15][CH3:16])[CH:8]=1)([CH3:4])([CH3:3])[CH3:2].C(C1C=C(C(=N)NO)C=C(C)C=1O[CH2:23][C@@H:24]([OH:31])[CH2:25][NH:26][C:27](=[O:30])[CH2:28][OH:29])C. (5) Given the product [C:1]([Si:5]([O:22][C:18]1[CH:17]=[C:16]([C:13]2[CH:14]=[CH:15][C:10]([Cl:9])=[CH:11][C:12]=2[N+:23]([O-:25])=[O:24])[CH:21]=[CH:20][CH:19]=1)([CH3:8])[CH3:7])([CH3:4])([CH3:3])[CH3:2], predict the reactants needed to synthesize it. The reactants are: [C:1]([Si:5]([CH3:8])([CH3:7])Cl)([CH3:4])([CH3:3])[CH3:2].[Cl:9][C:10]1[CH:15]=[CH:14][C:13]([C:16]2[CH:21]=[CH:20][CH:19]=[C:18]([OH:22])[CH:17]=2)=[C:12]([N+:23]([O-:25])=[O:24])[CH:11]=1.N1C=CN=C1. (6) The reactants are: Cl[C:2]1[CH:7]=[C:6]([O:8][CH2:9][C:10]2[O:11][CH:12]=[C:13]([C:15]#[N:16])[N:14]=2)[N:5]=[C:4]2[CH2:17][CH2:18][CH2:19][C:3]=12.[CH3:20][C:21]1[N:26]=[CH:25][C:24](B2OC(C)(C)C(C)(C)O2)=[CH:23][N:22]=1. Given the product [CH3:20][C:21]1[N:26]=[CH:25][C:24]([C:2]2[CH:7]=[C:6]([O:8][CH2:9][C:10]3[O:11][CH:12]=[C:13]([C:15]#[N:16])[N:14]=3)[N:5]=[C:4]3[CH2:17][CH2:18][CH2:19][C:3]=23)=[CH:23][N:22]=1, predict the reactants needed to synthesize it.